Dataset: Reaction yield outcomes from USPTO patents with 853,638 reactions. Task: Predict the reaction yield, written as a fraction of the theoretical maximum amount of product (1.0 means a 100% yield; for example, 0.34 means a 34% yield). The reactants are [CH:1]([C:4]1[CH:9]=[C:8]([O:10][CH3:11])[CH:7]=[CH:6][C:5]=1[OH:12])([CH3:3])[CH3:2].[C:13]1([CH3:23])[CH:18]=[CH:17][C:16]([S:19](Cl)(=[O:21])=[O:20])=[CH:15][CH:14]=1.O. The catalyst is C(Cl)Cl. The product is [CH:1]([C:4]1[CH:9]=[C:8]([O:10][CH3:11])[CH:7]=[CH:6][C:5]=1[O:12][S:19]([C:16]1[CH:17]=[CH:18][C:13]([CH3:23])=[CH:14][CH:15]=1)(=[O:21])=[O:20])([CH3:3])[CH3:2]. The yield is 0.740.